The task is: Regression. Given two drug SMILES strings and cell line genomic features, predict the synergy score measuring deviation from expected non-interaction effect.. This data is from Merck oncology drug combination screen with 23,052 pairs across 39 cell lines. (1) Drug 1: CN1C(=O)C=CC2(C)C3CCC4(C)C(NC(=O)OCC(F)(F)F)CCC4C3CCC12. Drug 2: NC1(c2ccc(-c3nc4ccn5c(=O)[nH]nc5c4cc3-c3ccccc3)cc2)CCC1. Cell line: OVCAR3. Synergy scores: synergy=13.0. (2) Cell line: HCT116. Synergy scores: synergy=3.35. Drug 1: CC1CC2C3CCC4=CC(=O)C=CC4(C)C3(F)C(O)CC2(C)C1(O)C(=O)CO. Drug 2: O=C(CCCCCCC(=O)Nc1ccccc1)NO. (3) Drug 1: CN(C)C(=N)N=C(N)N. Drug 2: Cn1nnc2c(C(N)=O)ncn2c1=O. Cell line: NCIH23. Synergy scores: synergy=-7.06. (4) Drug 1: O=C(CCCCCCC(=O)Nc1ccccc1)NO. Drug 2: NC1CCCCC1N.O=C(O)C(=O)O.[Pt+2]. Cell line: A427. Synergy scores: synergy=-5.47.